Dataset: Forward reaction prediction with 1.9M reactions from USPTO patents (1976-2016). Task: Predict the product of the given reaction. (1) The product is: [CH2:1]([C:3]1[CH:4]=[C:5]2[C:10](=[CH:11][CH:12]=1)[O:9][CH:8]([C:13]([F:14])([F:15])[F:16])[C:7]([C:17]([OH:19])=[O:18])=[CH:6]2)[CH3:2]. Given the reactants [CH2:1]([C:3]1[CH:4]=[C:5]2[C:10](=[CH:11][CH:12]=1)[O:9][CH:8]([C:13]([F:16])([F:15])[F:14])[C:7]([C:17]([O:19]CC)=[O:18])=[CH:6]2)[CH3:2].C1COCC1.CCO.O.[OH-].[Na+], predict the reaction product. (2) Given the reactants [NH2:1][C:2]1[N:6]([C:7]2[C:8]([CH2:21][OH:22])=[N:9][N:10]([CH2:12][CH2:13][O:14][CH:15]3[CH2:20][CH2:19][CH2:18][CH2:17][O:16]3)[CH:11]=2)[N:5]=[C:4]([C:23]([CH3:26])([CH3:25])[CH3:24])[CH:3]=1.N1C=CN=C1.Cl[Si:33]([CH:40]([CH3:42])[CH3:41])([CH:37]([CH3:39])[CH3:38])[CH:34]([CH3:36])[CH3:35], predict the reaction product. The product is: [C:23]([C:4]1[CH:3]=[C:2]([NH2:1])[N:6]([C:7]2[C:8]([CH2:21][O:22][Si:33]([CH:40]([CH3:42])[CH3:41])([CH:37]([CH3:39])[CH3:38])[CH:34]([CH3:36])[CH3:35])=[N:9][N:10]([CH2:12][CH2:13][O:14][CH:15]3[CH2:20][CH2:19][CH2:18][CH2:17][O:16]3)[CH:11]=2)[N:5]=1)([CH3:26])([CH3:25])[CH3:24]. (3) Given the reactants [CH3:1][Si:2]([CH3:13])([CH3:12])[CH2:3][CH2:4][O:5][CH2:6][N:7]1[CH:11]=[CH:10][N:9]=[CH:8]1.[CH2:14]([O:16][C:17](=[O:37])[N:18]([C:26]1[CH:31]=[C:30](Br)[N:29]=[C:28]([NH2:33])[C:27]=1[N+:34]([O-:36])=[O:35])[CH2:19][C:20]1[CH:25]=[CH:24][CH:23]=[CH:22][CH:21]=1)[CH3:15], predict the reaction product. The product is: [CH2:14]([O:16][C:17](=[O:37])[N:18]([C:26]1[CH:31]=[C:30]([C:8]2[N:7]([CH2:6][O:5][CH2:4][CH2:3][Si:2]([CH3:13])([CH3:12])[CH3:1])[CH:11]=[CH:10][N:9]=2)[N:29]=[C:28]([NH2:33])[C:27]=1[N+:34]([O-:36])=[O:35])[CH2:19][C:20]1[CH:21]=[CH:22][CH:23]=[CH:24][CH:25]=1)[CH3:15]. (4) Given the reactants C1COCC1.[F:6][C:7]1[CH:8]=[C:9]([C:13]2[N:18]=[CH:17][C:16]([N:19]3[C:28]4[C:23](=[CH:24][C:25]([S:29](OC5C(F)=C(F)C(F)=C(F)C=5F)(=[O:31])=[O:30])=[CH:26][CH:27]=4)[CH:22]=[CH:21][C:20]3=[O:44])=[C:15]([O:45][CH3:46])[CH:14]=2)[CH:10]=[CH:11][CH:12]=1.[NH2:47][C:48]1[CH:52]=[CH:51][O:50][N:49]=1.C[Si]([N-][Si](C)(C)C)(C)C.[Li+], predict the reaction product. The product is: [F:6][C:7]1[CH:8]=[C:9]([C:13]2[N:18]=[CH:17][C:16]([N:19]3[C:28]4[C:23](=[CH:24][C:25]([S:29]([NH:47][C:48]5[CH:52]=[CH:51][O:50][N:49]=5)(=[O:30])=[O:31])=[CH:26][CH:27]=4)[CH:22]=[CH:21][C:20]3=[O:44])=[C:15]([O:45][CH3:46])[CH:14]=2)[CH:10]=[CH:11][CH:12]=1. (5) Given the reactants [CH:1]1([O:6][C:7]2[CH:8]=[C:9]([C:15]3[CH2:19][C:18]([CH3:24])([C:20]([NH:22][OH:23])=[NH:21])[O:17][N:16]=3)[CH:10]=[CH:11][C:12]=2[O:13][CH3:14])[CH2:5][CH2:4][CH2:3][CH2:2]1.[C:25](N1C=CN=C1)(N1C=CN=C1)=[S:26], predict the reaction product. The product is: [CH:1]1([O:6][C:7]2[CH:8]=[C:9]([C:15]3[CH2:19][C:18]([C:20]4[NH:21][C:25](=[S:26])[O:23][N:22]=4)([CH3:24])[O:17][N:16]=3)[CH:10]=[CH:11][C:12]=2[O:13][CH3:14])[CH2:5][CH2:4][CH2:3][CH2:2]1. (6) The product is: [Cl:14][C:15]1[CH:16]=[C:17]([CH:21]=[CH:22][N:23]=1)[C:18]([NH:13][C:8]1[CH:9]=[N:10][CH:11]=[CH:12][C:7]=1[C:1]1[CH:2]=[CH:3][CH:4]=[CH:5][CH:6]=1)=[O:19]. Given the reactants [C:1]1([C:7]2[CH:12]=[CH:11][N:10]=[CH:9][C:8]=2[NH2:13])[CH:6]=[CH:5][CH:4]=[CH:3][CH:2]=1.[Cl:14][C:15]1[CH:16]=[C:17]([CH:21]=[CH:22][N:23]=1)[C:18](O)=[O:19].CCN(C(C)C)C(C)C.C(P1(=O)OP(CCC)(=O)OP(CCC)(=O)O1)CC, predict the reaction product.